This data is from CYP2D6 inhibition data for predicting drug metabolism from PubChem BioAssay. The task is: Regression/Classification. Given a drug SMILES string, predict its absorption, distribution, metabolism, or excretion properties. Task type varies by dataset: regression for continuous measurements (e.g., permeability, clearance, half-life) or binary classification for categorical outcomes (e.g., BBB penetration, CYP inhibition). Dataset: cyp2d6_veith. (1) The drug is CCN(CC)CCCNC(=O)CC1Sc2ccccc2NC1=O. The result is 1 (inhibitor). (2) The drug is Cc1cc(NCc2ccccn2)ccc1Br. The result is 0 (non-inhibitor). (3) The compound is Cc1cccc(OCC(=O)NC(=S)N2CCCc3ccccc32)c1. The result is 0 (non-inhibitor).